Dataset: Catalyst prediction with 721,799 reactions and 888 catalyst types from USPTO. Task: Predict which catalyst facilitates the given reaction. Reactant: [N:1]1([CH:10]([NH:14][C:15]([O:17][CH2:18][C:19]2[CH:24]=[CH:23][CH:22]=[CH:21][CH:20]=2)=[O:16])[C:11](O)=[O:12])[C:5]2[CH:6]=[CH:7][CH:8]=[CH:9][C:4]=2[N:3]=[N:2]1.C(Cl)(=O)C(Cl)=O.[NH2:31][C:32]1[CH:37]=[CH:36][CH:35]=[CH:34][C:33]=1[C:38](=[O:47])[CH2:39][CH2:40][C:41]1[CH:46]=[CH:45][CH:44]=[CH:43][CH:42]=1.CN1CCOCC1. Product: [CH2:18]([O:17][C:15](=[O:16])[NH:14][CH:10]([N:1]1[C:5]2[CH:6]=[CH:7][CH:8]=[CH:9][C:4]=2[N:3]=[N:2]1)[C:11](=[O:12])[NH:31][C:32]1[CH:37]=[CH:36][CH:35]=[CH:34][C:33]=1[C:38](=[O:47])[CH2:39][CH2:40][C:41]1[CH:42]=[CH:43][CH:44]=[CH:45][CH:46]=1)[C:19]1[CH:20]=[CH:21][CH:22]=[CH:23][CH:24]=1. The catalyst class is: 118.